From a dataset of Catalyst prediction with 721,799 reactions and 888 catalyst types from USPTO. Predict which catalyst facilitates the given reaction. Reactant: [CH:1]1([CH2:4][C:5]([NH:7][NH:8][C:9]2[N:10]=[N:11][CH:12]=[C:13]([N:19]3[CH2:24][CH2:23][CH:22]([C:25]4[C:30]([O:31][CH3:32])=[CH:29][CH:28]=[CH:27][C:26]=4[F:33])[CH2:21][CH2:20]3)[C:14]=2[C:15]([F:18])([F:17])[F:16])=O)[CH2:3][CH2:2]1.C1(P(C2C=CC=CC=2)C2C=CC=CC=2)C=CC=CC=1.N([Si](C)(C)C)=[N+]=[N-].CCOC(/N=N/C(OCC)=O)=O.C1(C)C=CC=CC=1. The catalyst class is: 2. Product: [CH:1]1([CH2:4][C:5]2[N:10]3[N:11]=[CH:12][C:13]([N:19]4[CH2:24][CH2:23][CH:22]([C:25]5[C:30]([O:31][CH3:32])=[CH:29][CH:28]=[CH:27][C:26]=5[F:33])[CH2:21][CH2:20]4)=[C:14]([C:15]([F:16])([F:18])[F:17])[C:9]3=[N:8][N:7]=2)[CH2:3][CH2:2]1.